Dataset: NCI-60 drug combinations with 297,098 pairs across 59 cell lines. Task: Regression. Given two drug SMILES strings and cell line genomic features, predict the synergy score measuring deviation from expected non-interaction effect. (1) Drug 1: CC1=C(C=C(C=C1)C(=O)NC2=CC(=CC(=C2)C(F)(F)F)N3C=C(N=C3)C)NC4=NC=CC(=N4)C5=CN=CC=C5. Drug 2: C(CN)CNCCSP(=O)(O)O. Cell line: IGROV1. Synergy scores: CSS=-3.27, Synergy_ZIP=2.27, Synergy_Bliss=1.13, Synergy_Loewe=-3.63, Synergy_HSA=-3.61. (2) Drug 1: CC12CCC(CC1=CCC3C2CCC4(C3CC=C4C5=CN=CC=C5)C)O. Drug 2: C#CCC(CC1=CN=C2C(=N1)C(=NC(=N2)N)N)C3=CC=C(C=C3)C(=O)NC(CCC(=O)O)C(=O)O. Cell line: HT29. Synergy scores: CSS=11.1, Synergy_ZIP=-7.88, Synergy_Bliss=-7.41, Synergy_Loewe=-21.7, Synergy_HSA=-7.35.